Dataset: NCI-60 drug combinations with 297,098 pairs across 59 cell lines. Task: Regression. Given two drug SMILES strings and cell line genomic features, predict the synergy score measuring deviation from expected non-interaction effect. (1) Drug 1: COC1=C(C=C2C(=C1)N=CN=C2NC3=CC(=C(C=C3)F)Cl)OCCCN4CCOCC4. Drug 2: C1=CC=C(C(=C1)C(C2=CC=C(C=C2)Cl)C(Cl)Cl)Cl. Cell line: CCRF-CEM. Synergy scores: CSS=12.6, Synergy_ZIP=1.33, Synergy_Bliss=6.14, Synergy_Loewe=5.07, Synergy_HSA=7.15. (2) Drug 1: CC1=C2C(C(=O)C3(C(CC4C(C3C(C(C2(C)C)(CC1OC(=O)C(C(C5=CC=CC=C5)NC(=O)OC(C)(C)C)O)O)OC(=O)C6=CC=CC=C6)(CO4)OC(=O)C)OC)C)OC. Drug 2: C1C(C(OC1N2C=NC(=NC2=O)N)CO)O. Cell line: SK-MEL-28. Synergy scores: CSS=27.1, Synergy_ZIP=0.216, Synergy_Bliss=-0.491, Synergy_Loewe=-7.46, Synergy_HSA=-0.827. (3) Drug 1: CN(CC1=CN=C2C(=N1)C(=NC(=N2)N)N)C3=CC=C(C=C3)C(=O)NC(CCC(=O)O)C(=O)O. Drug 2: C(CN)CNCCSP(=O)(O)O. Cell line: HL-60(TB). Synergy scores: CSS=49.5, Synergy_ZIP=-1.49, Synergy_Bliss=-3.40, Synergy_Loewe=-40.9, Synergy_HSA=-2.38. (4) Cell line: SNB-19. Synergy scores: CSS=68.4, Synergy_ZIP=2.11, Synergy_Bliss=1.87, Synergy_Loewe=7.49, Synergy_HSA=10.0. Drug 1: CC1=C2C(C(=O)C3(C(CC4C(C3C(C(C2(C)C)(CC1OC(=O)C(C(C5=CC=CC=C5)NC(=O)OC(C)(C)C)O)O)OC(=O)C6=CC=CC=C6)(CO4)OC(=O)C)OC)C)OC. Drug 2: C1=CC(=C2C(=C1NCCNCCO)C(=O)C3=C(C=CC(=C3C2=O)O)O)NCCNCCO. (5) Drug 1: C1CCC(CC1)NC(=O)N(CCCl)N=O. Drug 2: CS(=O)(=O)CCNCC1=CC=C(O1)C2=CC3=C(C=C2)N=CN=C3NC4=CC(=C(C=C4)OCC5=CC(=CC=C5)F)Cl. Cell line: KM12. Synergy scores: CSS=19.9, Synergy_ZIP=-2.36, Synergy_Bliss=-3.18, Synergy_Loewe=-4.50, Synergy_HSA=-4.12.